The task is: Regression. Given a peptide amino acid sequence and an MHC pseudo amino acid sequence, predict their binding affinity value. This is MHC class II binding data.. This data is from Peptide-MHC class II binding affinity with 134,281 pairs from IEDB. (1) The peptide sequence is AFKVAATAANAKPAN. The MHC is HLA-DPA10103-DPB10301 with pseudo-sequence HLA-DPA10103-DPB10301. The binding affinity (normalized) is 0.667. (2) The peptide sequence is EKKYFAATQFEPLMA. The MHC is HLA-DPA10201-DPB11401 with pseudo-sequence HLA-DPA10201-DPB11401. The binding affinity (normalized) is 0.646. (3) The peptide sequence is ENCGTRGPSLRTTTV. The MHC is DRB1_0802 with pseudo-sequence DRB1_0802. The binding affinity (normalized) is 0.